This data is from Reaction yield outcomes from USPTO patents with 853,638 reactions. The task is: Predict the reaction yield, written as a fraction of the theoretical maximum amount of product (1.0 means a 100% yield; for example, 0.34 means a 34% yield). The reactants are [Cl:1][C:2]1[CH:3]=[C:4]([C:28](O)=[O:29])[CH:5]=[N:6][C:7]=1[NH:8][NH:9][C:10]([NH:12][CH:13]1[C:19]2[CH:20]=[N:21][CH:22]=[CH:23][C:18]=2[CH2:17][CH2:16][C:15]2[CH:24]=[CH:25][CH:26]=[CH:27][C:14]1=2)=[S:11].CN(C(ON1N=NC2C=CC=NC1=2)=[N+](C)C)C.F[P-](F)(F)(F)(F)F.CCN(C(C)C)C(C)C.Cl.[NH2:65][C@@H:66]1[CH2:70][CH2:69][N:68]([CH3:71])[C:67]1=[O:72]. The catalyst is CC(N(C)C)=O. The product is [Cl:1][C:2]1[CH:3]=[C:4]([C:28]([NH:65][C@@H:66]2[CH2:70][CH2:69][N:68]([CH3:71])[C:67]2=[O:72])=[O:29])[CH:5]=[N:6][C:7]=1[NH:8][NH:9][C:10]([NH:12][CH:13]1[C:19]2[CH:20]=[N:21][CH:22]=[CH:23][C:18]=2[CH2:17][CH2:16][C:15]2[CH:24]=[CH:25][CH:26]=[CH:27][C:14]1=2)=[S:11]. The yield is 0.330.